Dataset: Peptide-MHC class I binding affinity with 185,985 pairs from IEDB/IMGT. Task: Regression. Given a peptide amino acid sequence and an MHC pseudo amino acid sequence, predict their binding affinity value. This is MHC class I binding data. (1) The peptide sequence is SSFNNGTLIFK. The MHC is Mamu-A01 with pseudo-sequence Mamu-A01. The binding affinity (normalized) is 0.327. (2) The peptide sequence is NAQQFANVI. The MHC is HLA-A02:06 with pseudo-sequence HLA-A02:06. The binding affinity (normalized) is 0.0278. (3) The peptide sequence is VEPWLRGNQF. The MHC is HLA-B44:02 with pseudo-sequence HLA-B44:02. The binding affinity (normalized) is 0.603. (4) The peptide sequence is RNQPAATAL. The MHC is HLA-C15:02 with pseudo-sequence HLA-C15:02. The binding affinity (normalized) is 0.669. (5) The peptide sequence is KSRENSTLI. The MHC is HLA-B27:05 with pseudo-sequence HLA-B27:05. The binding affinity (normalized) is 0.0847. (6) The peptide sequence is AENDIVEAL. The MHC is HLA-B45:01 with pseudo-sequence HLA-B45:01. The binding affinity (normalized) is 0.358.